Dataset: Antibody developability classification from SAbDab with 2,409 antibodies. Task: Regression/Classification. Given an antibody's heavy chain and light chain sequences, predict its developability. TAP uses regression for 5 developability metrics; SAbDab uses binary classification. The antibody is ['EVQLVESGGGLVQPGGSLRLSCAASGFNVSYSSIHWVRQAPGKGLEWVAYIYPSSGYTSYADSVKGRFTISADTSKNTAYLQMNSLRAEDTAVYYCARSYSTKLAMDYWGQGTLVTVVS', 'DIQMTQSPSSLSASVGDRVTITCRASQSVSSAVAWYQQKPGKAPKLLIYSASSLYSGVPSRFSGSRSGTDFTLTISSLQPEDFATYYCQQSQWYPITFGQGTKVEIK']. Result: 0 (not developable).